From a dataset of Catalyst prediction with 721,799 reactions and 888 catalyst types from USPTO. Predict which catalyst facilitates the given reaction. (1) Reactant: [Cl:1][C:2]1[CH:7]=[CH:6][C:5]([C@H:8]([NH:13][C:14]2[CH:19]=[CH:18][C:17]([CH3:20])=[C:16]([CH:21]3OCC[O:22]3)[CH:15]=2)[C:9]([F:12])([F:11])[F:10])=[CH:4][C:3]=1[CH3:26].Cl. Product: [Cl:1][C:2]1[CH:7]=[CH:6][C:5]([C@H:8]([NH:13][C:14]2[CH:19]=[CH:18][C:17]([CH3:20])=[C:16]([CH:15]=2)[CH:21]=[O:22])[C:9]([F:12])([F:11])[F:10])=[CH:4][C:3]=1[CH3:26]. The catalyst class is: 49. (2) Reactant: [F:1][C:2]1[CH:7]=[CH:6][C:5]([S:8]([C:11]2[CH:12]=[CH:13][C:14]3[O:23][C:22]4[CH2:21][CH2:20][NH:19][CH2:18][C:17]=4[C:15]=3[CH:16]=2)(=[O:10])=[O:9])=[CH:4][CH:3]=1.[ClH:24]. Product: [ClH:24].[F:1][C:2]1[CH:7]=[CH:6][C:5]([S:8]([C:11]2[CH:12]=[CH:13][C:14]3[O:23][C:22]4[CH2:21][CH2:20][NH:19][CH2:18][C:17]=4[C:15]=3[CH:16]=2)(=[O:9])=[O:10])=[CH:4][CH:3]=1. The catalyst class is: 5. (3) Reactant: FC(F)(F)C(O)=O.C([O:12][C:13](=[O:40])[CH2:14][CH:15]1[CH2:20][CH2:19][N:18]([C:21]2[S:22][C:23]([C:26]3[CH:31]=[CH:30][CH:29]=[C:28]([NH:32][C:33]4[CH:38]=[C:37]([CH3:39])[CH:36]=[CH:35][N:34]=4)[N:27]=3)=[CH:24][N:25]=2)[CH2:17][CH2:16]1)(C)(C)C.[ClH:41].C(OCC)(=O)C. Product: [ClH:41].[ClH:41].[CH3:39][C:37]1[CH:36]=[CH:35][N:34]=[C:33]([NH:32][C:28]2[N:27]=[C:26]([C:23]3[S:22][C:21]([N:18]4[CH2:17][CH2:16][CH:15]([CH2:14][C:13]([OH:40])=[O:12])[CH2:20][CH2:19]4)=[N:25][CH:24]=3)[CH:31]=[CH:30][CH:29]=2)[CH:38]=1. The catalyst class is: 22. (4) Reactant: [CH3:1][C:2](=[CH:4][CH2:5][CH2:6][C@H:7]([C@@H:9]1[C@:26]2([CH3:27])[C@H:12]([C@H:13]3[C@H:23]([CH2:24][CH2:25]2)[C@:21]2([CH3:22])[C:16](=[CH:17][C:18](=O)[CH2:19][CH2:20]2)[CH2:15][CH2:14]3)[CH2:11][CH2:10]1)[CH3:8])[CH3:3].Cl.[NH2:30][OH:31]. Product: [CH3:1][C:2](=[CH:4][CH2:5][CH2:6][C@H:7]([C@@H:9]1[C@:26]2([CH3:27])[C@H:12]([C@H:13]3[C@H:23]([CH2:24][CH2:25]2)[C@:21]2([CH3:22])[C:16](=[CH:17][C:18](=[N:30][OH:31])[CH2:19][CH2:20]2)[CH2:15][CH2:14]3)[CH2:11][CH2:10]1)[CH3:8])[CH3:3]. The catalyst class is: 17. (5) Reactant: [CH3:1][Si:2]([CH3:12])([CH3:11])[CH2:3][CH:4]([C:9]#[N:10])[CH2:5][C:6]([OH:8])=[O:7]. Product: [NH2:10][CH2:9][CH:4]([CH2:3][Si:2]([CH3:11])([CH3:1])[CH3:12])[CH2:5][C:6]([OH:8])=[O:7]. The catalyst class is: 293. (6) Reactant: [Si:1]([O:8][CH2:9][C@@H:10]1[C@@H:14]([C:15]2[CH:20]=[CH:19][C:18]([CH2:21][O:22][Si:23]([C:26]([CH3:29])([CH3:28])[CH3:27])([CH3:25])[CH3:24])=[CH:17][CH:16]=2)[CH2:13][C:12](=O)[N:11]1[C:31]([O:33][C:34]([CH3:37])([CH3:36])[CH3:35])=[O:32])([C:4]([CH3:7])([CH3:6])[CH3:5])([CH3:3])[CH3:2].O.[OH-].[Na+].OO. Product: [Si:1]([O:8][CH2:9][C@@H:10]1[C@@H:14]([C:15]2[CH:20]=[CH:19][C:18]([CH2:21][O:22][Si:23]([C:26]([CH3:28])([CH3:27])[CH3:29])([CH3:25])[CH3:24])=[CH:17][CH:16]=2)[CH2:13][CH2:12][N:11]1[C:31]([O:33][C:34]([CH3:37])([CH3:36])[CH3:35])=[O:32])([C:4]([CH3:7])([CH3:5])[CH3:6])([CH3:3])[CH3:2]. The catalyst class is: 1. (7) The catalyst class is: 17. Product: [N:3]1([CH2:6][CH2:7][C:36]([OH:34])=[O:37])[C:4]2[C:20](=[CH:19][CH:18]=[CH:17][CH:5]=2)[CH2:21][CH2:2][CH2:1]1. Reactant: [CH2:1]([N:3]([CH2:6][CH3:7])[CH2:4][CH3:5])[CH3:2].CN(C(ON1N=N[C:18]2[CH:19]=[CH:20][CH:21]=N[C:17]1=2)=[N+](C)C)C.F[P-](F)(F)(F)(F)F.CS(C)=[O:34].[CH3:36][OH:37]. (8) The catalyst class is: 4. Reactant: O[CH:2]([CH2:15][N:16]1[CH2:21][CH2:20][N:19]([C:22]2[CH:27]=[CH:26][CH:25]=[CH:24][C:23]=2[O:28][CH:29]([CH3:31])[CH3:30])[CH2:18][CH2:17]1)[CH2:3][N:4]1[C:12](=[O:13])[CH:11]2[CH:6]([CH2:7][CH:8]=[CH:9][CH2:10]2)[C:5]1=[O:14].C(S(F)(F)([F:38])(CC)N)C.O. Product: [F:38][CH:2]([CH2:15][N:16]1[CH2:21][CH2:20][N:19]([C:22]2[CH:27]=[CH:26][CH:25]=[CH:24][C:23]=2[O:28][CH:29]([CH3:31])[CH3:30])[CH2:18][CH2:17]1)[CH2:3][N:4]1[C:12](=[O:13])[CH:11]2[CH:6]([CH2:7][CH:8]=[CH:9][CH2:10]2)[C:5]1=[O:14]. (9) Reactant: [O:1]=[C:2]1[NH:6][C:5](=[O:7])[C:4](=[CH:8][C:9]2[O:13][C:12]([C:14]3[CH:15]=[C:16]([CH:20]=[CH:21][CH:22]=3)[C:17]([OH:19])=O)=[CH:11][CH:10]=2)S1.C[N:24](C(ON1N=NC2C=CC=CC1=2)=[N+](C)C)C.F[P-](F)(F)(F)(F)F.CCN(C(C)C)C(C)C.[CH3:56][N:57]1[CH2:63][CH2:62][CH2:61][NH:60][CH2:59][CH2:58]1. Product: [CH3:56][N:57]1[CH2:63][CH2:62][CH2:61][N:60]([C:17]([C:16]2[CH:15]=[C:14]([C:12]3[O:13][C:9]([CH:8]=[C:4]4[NH:24][C:2](=[O:1])[NH:6][C:5]4=[O:7])=[CH:10][CH:11]=3)[CH:22]=[CH:21][CH:20]=2)=[O:19])[CH2:59][CH2:58]1. The catalyst class is: 37. (10) Reactant: CCCP(=O)=O.[CH3:7][C:8]1[CH:16]=[CH:15][C:11]([C:12]([OH:14])=O)=[CH:10][C:9]=1[NH:17][C:18]1[N:23]=[C:22]([C:24]2[CH:25]=[N:26][CH:27]=[CH:28][CH:29]=2)[CH:21]=[CH:20][N:19]=1.[N:30]1[CH:35]=[CH:34][CH:33]=[CH:32][C:31]=1[N:36]1[CH2:41][CH2:40][NH:39][CH2:38][CH2:37]1.C(N(CC)CC)C.C(=O)([O-])O.[Na+]. Product: [CH3:7][C:8]1[CH:16]=[CH:15][C:11]([C:12]([N:39]2[CH2:40][CH2:41][N:36]([C:31]3[CH:32]=[CH:33][CH:34]=[CH:35][N:30]=3)[CH2:37][CH2:38]2)=[O:14])=[CH:10][C:9]=1[NH:17][C:18]1[N:23]=[C:22]([C:24]2[CH:25]=[N:26][CH:27]=[CH:28][CH:29]=2)[CH:21]=[CH:20][N:19]=1. The catalyst class is: 9.